This data is from Catalyst prediction with 721,799 reactions and 888 catalyst types from USPTO. The task is: Predict which catalyst facilitates the given reaction. (1) Product: [CH:1]1[C:9]([NH:10][C:18](=[O:23])[CH2:19][CH2:20][CH2:21][CH3:22])=[CH:8][C:7]2[CH2:11][CH2:12][N:5]3[C:6]=2[C:2]=1[C:3]1[CH2:17][CH2:16][CH2:15][CH2:14][CH2:13][C:4]=13. The catalyst class is: 4. Reactant: [CH:1]1[C:9]([NH2:10])=[CH:8][C:7]2[CH2:11][CH2:12][N:5]3[C:6]=2[C:2]=1[C:3]1[CH2:17][CH2:16][CH2:15][CH2:14][CH2:13][C:4]=13.[C:18](Cl)(=[O:23])[CH2:19][CH2:20][CH2:21][CH3:22]. (2) Reactant: [NH2:1][C:2]1[C:10]2[C:5](=[CH:6][CH:7]=[C:8]([C:11]3[N:12]=[N:13][N:14]([CH2:16][C:17]4[CH:22]=[CH:21][CH:20]=[CH:19][CH:18]=4)[CH:15]=3)[CH:9]=2)[N:4](C(OC(C)(C)C)=O)[N:3]=1.C(N(C(C)C)CC)(C)C.Br[CH2:40][CH2:41][CH2:42][C:43](Cl)=[O:44]. Product: [CH2:16]([N:14]1[CH:15]=[C:11]([C:8]2[CH:9]=[C:10]3[C:5](=[CH:6][CH:7]=2)[NH:4][N:3]=[C:2]3[N:1]2[CH2:40][CH2:41][CH2:42][C:43]2=[O:44])[N:12]=[N:13]1)[C:17]1[CH:22]=[CH:21][CH:20]=[CH:19][CH:18]=1. The catalyst class is: 7. (3) Reactant: [CH3:1][O:2][C:3]1[CH:4]=[C:5]([C:13]([O:15]CC)=[O:14])[CH:6]=[C:7]2[C:11]=1[NH:10][N:9]=[C:8]2[CH3:12].[Li+].[OH-].C(O)C. Product: [CH3:12][C:8]1[C:7]2[C:11](=[C:3]([O:2][CH3:1])[CH:4]=[C:5]([C:13]([OH:15])=[O:14])[CH:6]=2)[NH:10][N:9]=1. The catalyst class is: 1.